This data is from Full USPTO retrosynthesis dataset with 1.9M reactions from patents (1976-2016). The task is: Predict the reactants needed to synthesize the given product. Given the product [C:19]([O:23][C:24]([NH:26][CH2:27][CH2:28][O:29][C:30]1[CH:38]=[C:37]([N:39]2[CH2:44][CH2:43][O:42][CH2:41][CH2:40]2)[CH:36]=[CH:35][C:31]=1[C:32]([NH:1][C:2]1[CH:17]=[C:16]([Cl:18])[CH:15]=[CH:14][C:3]=1[C:4]([NH:6][C:7]1[CH:12]=[CH:11][C:10]([Cl:13])=[CH:9][N:8]=1)=[O:5])=[O:33])=[O:25])([CH3:22])([CH3:20])[CH3:21], predict the reactants needed to synthesize it. The reactants are: [NH2:1][C:2]1[CH:17]=[C:16]([Cl:18])[CH:15]=[CH:14][C:3]=1[C:4]([NH:6][C:7]1[CH:12]=[CH:11][C:10]([Cl:13])=[CH:9][N:8]=1)=[O:5].[C:19]([O:23][C:24]([NH:26][CH2:27][CH2:28][O:29][C:30]1[CH:38]=[C:37]([N:39]2[CH2:44][CH2:43][O:42][CH2:41][CH2:40]2)[CH:36]=[CH:35][C:31]=1[C:32](O)=[O:33])=[O:25])([CH3:22])([CH3:21])[CH3:20].